This data is from Full USPTO retrosynthesis dataset with 1.9M reactions from patents (1976-2016). The task is: Predict the reactants needed to synthesize the given product. (1) Given the product [NH2:39][C:34]1[CH:35]=[CH:36][CH:37]=[CH:38][C:33]=1[NH:40][C:3]([C:4]1[CH:9]=[CH:8][C:7]([CH2:10][CH:11]([C:12]([NH:13][C:14]2[CH:15]=[CH:16][CH:17]=[CH:18][CH:19]=2)=[O:20])[C:21]([NH:23][C:24]2[CH:29]=[CH:28][CH:27]=[CH:26][CH:25]=2)=[O:22])=[CH:6][C:5]=1[CH:30]=[CH2:31])=[O:2], predict the reactants needed to synthesize it. The reactants are: C[O:2][C:3](=O)[C:4]1[CH:9]=[CH:8][C:7]([CH2:10][CH:11]([C:21]([NH:23][C:24]2[CH:29]=[CH:28][CH:27]=[CH:26][CH:25]=2)=[O:22])[C:12](=[O:20])[NH:13][C:14]2[CH:19]=[CH:18][CH:17]=[CH:16][CH:15]=2)=[CH:6][C:5]=1[CH:30]=[CH2:31].[C:33]1([NH2:40])[CH:38]=[CH:37][CH:36]=[CH:35][C:34]=1[NH2:39]. (2) Given the product [C:11]([NH:15][C:16]1[N:6]2[C:2]([S:3][CH:4]=[C:5]2[CH2:7][C:8]([OH:10])=[O:9])=[N:1][C:21]=1[C:20]1[CH:23]=[CH:24][CH:25]=[CH:26][C:19]=1[O:18][CH3:17])([CH3:14])([CH3:13])[CH3:12], predict the reactants needed to synthesize it. The reactants are: [NH2:1][C:2]1[S:3][CH:4]=[C:5]([CH2:7][C:8]([OH:10])=[O:9])[N:6]=1.[C:11]([N+:15]#[C-:16])([CH3:14])([CH3:13])[CH3:12].[CH3:17][O:18][C:19]1[CH:26]=[CH:25][CH:24]=[CH:23][C:20]=1[CH:21]=O. (3) Given the product [NH2:1][C@H:2]([CH2:3][S:4][C:14]([C:15]1[CH:20]=[CH:19][CH:18]=[CH:17][CH:16]=1)([C:27]1[CH:28]=[CH:29][CH:30]=[CH:31][CH:32]=1)[C:21]1[CH:22]=[CH:23][CH:24]=[CH:25][CH:26]=1)[CH2:5][OH:7], predict the reactants needed to synthesize it. The reactants are: [NH2:1][C@@H:2]([C:5]([OH:7])=O)[CH2:3][SH:4].B.O1CCCC1.[C:14](Cl)([C:27]1[CH:32]=[CH:31][CH:30]=[CH:29][CH:28]=1)([C:21]1[CH:26]=[CH:25][CH:24]=[CH:23][CH:22]=1)[C:15]1[CH:20]=[CH:19][CH:18]=[CH:17][CH:16]=1. (4) Given the product [CH3:2][O:3][C:4]1[CH:5]=[C:6]([N:14]2[C:18]([C:19]3[CH:20]=[CH:21][C:22]([N:30]([CH3:31])[CH3:28])=[CH:23][CH:24]=3)=[CH:17][N:16]=[N:15]2)[CH:7]=[C:8]([O:12][CH3:13])[C:9]=1[O:10][CH3:11].[CH3:26][O:25][C:22]1[CH:23]=[CH:24][C:19]([C:18]2[N:14]([C:6]3[CH:7]=[C:8]([O:12][CH3:13])[C:9]([O:10][CH3:11])=[C:4]([O:3][CH3:2])[CH:5]=3)[N:15]=[N:16][CH:17]=2)=[CH:20][C:21]=1[NH:27][C:39](=[O:38])[O-:40], predict the reactants needed to synthesize it. The reactants are: Cl.[CH3:2][O:3][C:4]1[CH:5]=[C:6]([N:14]2[C:18]([C:19]3[CH:24]=[CH:23][C:22]([O:25][CH3:26])=[C:21]([NH2:27])[CH:20]=3)=[CH:17][N:16]=[N:15]2)[CH:7]=[C:8]([O:12][CH3:13])[C:9]=1[O:10][CH3:11].[CH2:28]([N:30](CC)[CH2:31]C)C.ClC(Cl)([O:38][C:39](=O)[O:40]C(Cl)(Cl)Cl)Cl. (5) Given the product [Cl:1][C:2]1[C:3]([C:19]([CH3:23])=[CH2:18])=[C:4]2[N:10]([CH:11]([CH2:14][CH3:15])[CH2:12][CH3:13])[C:9]([OH:16])=[N:8][C:5]2=[N:6][CH:7]=1, predict the reactants needed to synthesize it. The reactants are: [Cl:1][C:2]1[C:3](I)=[C:4]2[N:10]([CH:11]([CH2:14][CH3:15])[CH2:12][CH3:13])[C:9]([OH:16])=[N:8][C:5]2=[N:6][CH:7]=1.[CH3:18][C:19]1(C)[C:23](C)(C)OB(C(C)=C)O1.C([O-])([O-])=O.[K+].[K+].O1CCOCC1.